This data is from Forward reaction prediction with 1.9M reactions from USPTO patents (1976-2016). The task is: Predict the product of the given reaction. (1) The product is: [C:1]1([S:7]([N:10]2[C:14]3=[N:15][CH:16]=[C:17]([C:19]#[N:20])[CH:18]=[C:13]3[C:12]([C:21](=[O:22])[C:23]3[C:28]([F:29])=[CH:27][CH:26]=[C:25]([NH:30][S:31](=[O:36])(=[O:37])[N:32]([CH2:34][CH3:35])[CH3:33])[C:24]=3[F:38])=[CH:11]2)(=[O:8])=[O:9])[CH:6]=[CH:5][CH:4]=[CH:3][CH:2]=1. Given the reactants [C:1]1([S:7]([N:10]2[C:14]3=[N:15][CH:16]=[C:17]([C:19]#[N:20])[CH:18]=[C:13]3[C:12]([CH:21]([C:23]3[C:28]([F:29])=[CH:27][CH:26]=[C:25]([NH:30][S:31](=[O:37])(=[O:36])[N:32]([CH2:34][CH3:35])[CH3:33])[C:24]=3[F:38])[OH:22])=[CH:11]2)(=[O:9])=[O:8])[CH:6]=[CH:5][CH:4]=[CH:3][CH:2]=1.CC(OI1(OC(C)=O)(OC(C)=O)OC(=O)C2C=CC=CC1=2)=O, predict the reaction product. (2) Given the reactants [CH3:1][O:2][C:3]1[CH:8]=[C:7]([N:9]2[CH:13]=[CH:12][CH:11]=[N:10]2)[CH:6]=[CH:5][C:4]=1[C:14]1[S:18][C:17]([C:19]2[CH2:24][CH2:23][N:22](C(OC(C)(C)C)=O)[CH2:21][CH:20]=2)=[N:16][N:15]=1.Cl, predict the reaction product. The product is: [CH3:1][O:2][C:3]1[CH:8]=[C:7]([N:9]2[CH:13]=[CH:12][CH:11]=[N:10]2)[CH:6]=[CH:5][C:4]=1[C:14]1[S:18][C:17]([C:19]2[CH2:24][CH2:23][NH:22][CH2:21][CH:20]=2)=[N:16][N:15]=1. (3) Given the reactants [CH:1]1[C:14]2[NH:13][C:12]3[C:7](=[CH:8][CH:9]=[CH:10][CH:11]=3)[S:6][C:5]=2[CH:4]=[CH:3][CH:2]=1.I[C:16]1[CH:21]=[CH:20][CH:19]=[CH:18][N:17]=1.C(=O)([O-])[O-].[K+].[K+].C1OCCOCCOCCOCCOCCOC1, predict the reaction product. The product is: [N:17]1[CH:18]=[CH:19][CH:20]=[CH:21][C:16]=1[N:13]1[C:14]2[CH:1]=[CH:2][CH:3]=[CH:4][C:5]=2[S:6][C:7]2[C:12]1=[CH:11][CH:10]=[CH:9][CH:8]=2. (4) Given the reactants Cl.[F:2][C:3]1[CH:8]=[C:7]([S:9]([CH3:12])(=[O:11])=[O:10])[CH:6]=[C:5]([F:13])[C:4]=1[NH:14][C@H:15]1[CH2:20][CH2:19][CH2:18][N:17]([CH:21]2[CH2:26][CH2:25][NH:24][CH2:23][CH2:22]2)[C:16]1=[O:27].[C:28]([C:32]1[N:36]=[C:35](Cl)[S:34][N:33]=1)([CH3:31])([CH3:30])[CH3:29].C(N(CC)CC)C, predict the reaction product. The product is: [C:28]([C:32]1[N:36]=[C:35]([N:24]2[CH2:23][CH2:22][CH:21]([N:17]3[CH2:18][CH2:19][CH2:20][C@H:15]([NH:14][C:4]4[C:3]([F:2])=[CH:8][C:7]([S:9]([CH3:12])(=[O:11])=[O:10])=[CH:6][C:5]=4[F:13])[C:16]3=[O:27])[CH2:26][CH2:25]2)[S:34][N:33]=1)([CH3:31])([CH3:30])[CH3:29]. (5) Given the reactants C[O:2][C:3]([C:5]1([C:8]2[CH:13]=[CH:12][C:11]([C:14]3[CH:19]=[CH:18][C:17]([N:20]4[C:24]([NH:25][C:26]([O:28][C@@H:29]([C:31]5[CH:36]=[CH:35][CH:34]=[CH:33][CH:32]=5)[CH3:30])=[O:27])=[CH:23][N:22]=[N:21]4)=[CH:16][CH:15]=3)=[CH:10][CH:9]=2)CC1)=[O:4].C1COCC1.CO.[OH-].[Na+], predict the reaction product. The product is: [C:31]1([C@H:29]([O:28][C:26]([NH:25][C:24]2[N:20]([C:17]3[CH:18]=[CH:19][C:14]([C:11]4[CH:10]=[CH:9][C:8]([CH2:5][C:3]([OH:4])=[O:2])=[CH:13][CH:12]=4)=[CH:15][CH:16]=3)[N:21]=[N:22][CH:23]=2)=[O:27])[CH3:30])[CH:32]=[CH:33][CH:34]=[CH:35][CH:36]=1.